Dataset: Full USPTO retrosynthesis dataset with 1.9M reactions from patents (1976-2016). Task: Predict the reactants needed to synthesize the given product. (1) Given the product [ClH:58].[CH3:23][C:24]1[N:29]=[C:28]([C@H:30]2[CH2:34][CH2:33][C@@:32]3([CH2:38][CH2:37][NH:36][C:35]3=[O:47])[NH:31]2)[CH:27]=[C:26]([C:48]2[CH:53]=[CH:52][C:51]([C:54]([F:57])([F:55])[F:56])=[CH:50][CH:49]=2)[CH:25]=1, predict the reactants needed to synthesize it. The reactants are: [F-].C([N+](CCCC)(CCCC)CCCC)CCC.C(N)CN.[CH3:23][C:24]1[N:29]=[C:28]([C@H:30]2[CH2:34][CH2:33][C@@:32]3([CH2:38][CH2:37][N:36](COCC[Si](C)(C)C)[C:35]3=[O:47])[NH:31]2)[CH:27]=[C:26]([C:48]2[CH:53]=[CH:52][C:51]([C:54]([F:57])([F:56])[F:55])=[CH:50][CH:49]=2)[CH:25]=1.[ClH:58].CCOCC. (2) Given the product [Cl:1][C:2]1[CH:23]=[C:22]([F:24])[C:21]([C:25]2[C:30]([F:31])=[CH:29][CH:28]=[CH:27][N:26]=2)=[CH:20][C:3]=1[C:4]([NH:6][C:7]1[N:11]([C:12]2[CH:13]=[CH:14][CH:15]=[CH:16][CH:17]=2)[N:10]=[C:9]([C:18]([NH2:19])=[O:33])[CH:8]=1)=[O:5], predict the reactants needed to synthesize it. The reactants are: [Cl:1][C:2]1[CH:23]=[C:22]([F:24])[C:21]([C:25]2[C:30]([F:31])=[CH:29][CH:28]=[CH:27][N:26]=2)=[CH:20][C:3]=1[C:4]([NH:6][C:7]1[N:11]([C:12]2[CH:17]=[CH:16][CH:15]=[CH:14][CH:13]=2)[N:10]=[C:9]([C:18]#[N:19])[CH:8]=1)=[O:5].C([O-])([O-])=[O:33].[K+].[K+].OO. (3) Given the product [CH:1]1([N:6]2[C:10]3=[N:11][CH:12]=[CH:13][CH:14]=[C:9]3[N:8]=[C:7]2[C:15]([NH:23][CH:20]2[CH2:22][CH2:21]2)=[O:17])[CH2:2][CH2:3][CH2:4][CH2:5]1, predict the reactants needed to synthesize it. The reactants are: [CH:1]1([N:6]2[C:10]3=[N:11][CH:12]=[CH:13][CH:14]=[C:9]3[N:8]=[C:7]2[C:15]([O:17]CC)=O)[CH2:5][CH2:4][CH2:3][CH2:2]1.[CH:20]1([NH2:23])[CH2:22][CH2:21]1. (4) Given the product [NH2:34][C:32]1[N:33]=[C:28]([CH3:27])[C:29]([C:2]2[N:11]=[C:10]([NH:12][CH2:13][CH:14]([C:21]3[CH:26]=[CH:25][CH:24]=[CH:23][CH:22]=3)[C:15]3[CH:20]=[CH:19][CH:18]=[CH:17][CH:16]=3)[C:9]3[C:4](=[CH:5][CH:6]=[CH:7][CH:8]=3)[N:3]=2)=[CH:30][CH:31]=1, predict the reactants needed to synthesize it. The reactants are: Cl[C:2]1[N:11]=[C:10]([NH:12][CH2:13][CH:14]([C:21]2[CH:26]=[CH:25][CH:24]=[CH:23][CH:22]=2)[C:15]2[CH:20]=[CH:19][CH:18]=[CH:17][CH:16]=2)[C:9]2[C:4](=[CH:5][CH:6]=[CH:7][CH:8]=2)[N:3]=1.[CH3:27][C:28]1[N:33]=[C:32]([NH2:34])[CH:31]=[CH:30][C:29]=1B1OC(C)(C)C(C)(C)O1.C(NC1C2C(=CC=CC=2)N=C(C2SC3C=CC=CC=3C=2)N=1)(C1C=CC=CC=1)C1C=CC=CC=1. (5) Given the product [CH:33]1([C:36]([NH:1][C@@H:2]2[CH2:7][CH2:6][C@H:5]([NH:8][C:9]([C:11]3[C:15]4[N:16]=[CH:17][N:18]=[C:19]([C:20]5[CH:25]=[C:24]([O:26][CH3:27])[CH:23]=[CH:22][C:21]=5[O:28][CH2:29][CH:30]5[CH2:31][CH2:32]5)[C:14]=4[NH:13][CH:12]=3)=[O:10])[CH2:4][CH2:3]2)=[O:37])[CH2:35][CH2:34]1, predict the reactants needed to synthesize it. The reactants are: [NH2:1][C@@H:2]1[CH2:7][CH2:6][C@H:5]([NH:8][C:9]([C:11]2[C:15]3[N:16]=[CH:17][N:18]=[C:19]([C:20]4[CH:25]=[C:24]([O:26][CH3:27])[CH:23]=[CH:22][C:21]=4[O:28][CH2:29][CH:30]4[CH2:32][CH2:31]4)[C:14]=3[NH:13][CH:12]=2)=[O:10])[CH2:4][CH2:3]1.[CH:33]1([C:36](Cl)=[O:37])[CH2:35][CH2:34]1. (6) Given the product [OH2:2].[OH2:9].[OH2:2].[OH2:2].[OH2:2].[OH2:2].[OH2:2].[OH2:2].[OH2:2].[OH2:2].[C:1](=[O:2])([O-:4])[O-:3].[Na+:5].[Na+:5], predict the reactants needed to synthesize it. The reactants are: [C:1](=[O:4])([O-:3])[O-:2].[Na+:5].[Na+].[Na+].[Cl-].[O-:9]S([O-])(=O)=O.[Na+].[Na+].